Dataset: Reaction yield outcomes from USPTO patents with 853,638 reactions. Task: Predict the reaction yield, written as a fraction of the theoretical maximum amount of product (1.0 means a 100% yield; for example, 0.34 means a 34% yield). (1) The reactants are [F:1][C:2]([O:5][C:6]1[CH:11]=[C:10]([Br:12])[CH:9]=[CH:8][C:7]=1I)([F:4])[F:3].C([Li])CCC.CN([CH:22]=[O:23])C. The catalyst is C1COCC1. The product is [Br:12][C:10]1[CH:9]=[CH:8][C:7]([CH:22]=[O:23])=[C:6]([O:5][C:2]([F:4])([F:3])[F:1])[CH:11]=1. The yield is 0.270. (2) The reactants are [CH:1]1([NH:4][C:5]([C@H:7]2[CH2:11][CH2:10][CH2:9][NH:8]2)=O)[CH2:3][CH2:2]1.Cl. The catalyst is C1COCC1. The product is [CH:1]1([NH:4][CH2:5][C@H:7]2[CH2:11][CH2:10][CH2:9][NH:8]2)[CH2:3][CH2:2]1. The yield is 0.890.